From a dataset of Reaction yield outcomes from USPTO patents with 853,638 reactions. Predict the reaction yield, written as a fraction of the theoretical maximum amount of product (1.0 means a 100% yield; for example, 0.34 means a 34% yield). The reactants are C(O[C:6]([N:8]1[CH2:11][CH:10]([CH2:12][C:13]([OH:15])=[O:14])[CH2:9]1)=O)(C)(C)C.C(=O)([O-])[O-].[K+].[K+].[CH3:22]I.[F:24][C:25]1[CH:33]=[C:32]([F:34])[CH:31]=[CH:30][C:26]=1[CH2:27]CBr. The catalyst is CN(C)C=O.O. The product is [CH3:22][O:15][C:13](=[O:14])[CH2:12][CH:10]1[CH2:9][N:8]([CH2:6][CH2:27][C:26]2[CH:30]=[CH:31][C:32]([F:34])=[CH:33][C:25]=2[F:24])[CH2:11]1. The yield is 0.520.